This data is from CYP2C9 inhibition data for predicting drug metabolism from PubChem BioAssay. The task is: Regression/Classification. Given a drug SMILES string, predict its absorption, distribution, metabolism, or excretion properties. Task type varies by dataset: regression for continuous measurements (e.g., permeability, clearance, half-life) or binary classification for categorical outcomes (e.g., BBB penetration, CYP inhibition). Dataset: cyp2c9_veith. The compound is Cc1ccccc1Cn1c(Cc2ccccc2)nc2ccccc21. The result is 1 (inhibitor).